Dataset: Reaction yield outcomes from USPTO patents with 853,638 reactions. Task: Predict the reaction yield, written as a fraction of the theoretical maximum amount of product (1.0 means a 100% yield; for example, 0.34 means a 34% yield). (1) The reactants are C1(C[C:8](C2C=NC=CC=2)=[O:9])C=CC=CC=1.[NH2:16][C:17]1[CH:22]=[CH:21][C:20]([C:23]2[NH:28][C:27](=[O:29])[NH:26][CH:25]([C:30]3[CH:35]=[C:34]([N+]([O-])=O)[C:33](O)=[C:32]([O:40]CC)[CH:31]=3)[C:24]=2[C:43]2[CH:48]=[CH:47][CH:46]=[CH:45][CH:44]=2)=[CH:19]C=1.NC(N)=[O:51].Cl. The catalyst is CCO. The product is [OH:40][C:32]1[CH:31]=[C:30]([CH:25]2[C:24]([C:43]3[CH:44]=[CH:45][CH:46]=[CH:47][CH:48]=3)=[C:23]([C:20]3[CH:19]=[N:16][CH:17]=[CH:22][CH:21]=3)[NH:28][C:27](=[O:29])[NH:26]2)[CH:35]=[CH:34][C:33]=1[C:8]([OH:9])=[O:51]. The yield is 0.120. (2) The reactants are [O:1]1[CH2:5][CH2:4][CH:3]([CH:6]2[C:15]3[C:10](=[CH:11][CH:12]=[CH:13][CH:14]=3)[N:9]([CH2:16][CH2:17][NH2:18])[CH2:8][CH2:7]2)[CH2:2]1.C=O.[C:21](O)(C(F)(F)F)=O. The catalyst is C(O)C. The product is [O:1]1[CH2:5][CH2:4][CH:3]([CH:6]2[C:15]3[C:10]4=[C:11]([CH2:21][NH:18][CH2:17][CH2:16][N:9]4[CH2:8][CH2:7]2)[CH:12]=[CH:13][CH:14]=3)[CH2:2]1. The yield is 0.380. (3) The reactants are [O:1]=[C:2]1[CH2:10][C:9]2[C:4](=[CH:5][C:6]([C:11]([C:13]3[CH:14]=[C:15]([NH:19][C:20]([C:22]4[S:23][C:24]([C:27](=[O:29])[CH3:28])=[CH:25][CH:26]=4)=[O:21])[CH:16]=[CH:17][CH:18]=3)=[O:12])=[CH:7][CH:8]=2)[NH:3]1.[CH:30](OCC)=[O:31].[O-]CC.[Na+].Cl. The catalyst is C(O)C. The product is [OH:31][CH:30]=[C:10]1[C:9]2[C:4](=[CH:5][C:6]([C:11]([C:13]3[CH:14]=[C:15]([NH:19][C:20]([C:22]4[S:23][C:24]([C:27](=[O:29])[CH3:28])=[CH:25][CH:26]=4)=[O:21])[CH:16]=[CH:17][CH:18]=3)=[O:12])=[CH:7][CH:8]=2)[NH:3][C:2]1=[O:1]. The yield is 0.650. (4) The reactants are [C:1]([O:5][C:6]([NH:8][C@@:9]([CH2:27][CH:28]=O)([CH2:14][CH2:15][CH2:16][CH2:17][B:18]1[O:22][C:21]([CH3:24])([CH3:23])[C:20]([CH3:26])([CH3:25])[O:19]1)[C:10]([O:12][CH3:13])=[O:11])=[O:7])([CH3:4])([CH3:3])[CH3:2].[CH2:30]1[C:39]2[C:34](=[CH:35][CH:36]=[CH:37][CH:38]=2)[CH2:33][C@@H:32]([CH2:40][OH:41])[NH:31]1.C(O[BH-](OC(=O)C)OC(=O)C)(=O)C.[Na+]. The catalyst is ClCCCl. The product is [C:1]([O:5][C:6]([NH:8][C@@:9]([CH2:27][CH2:28][N:31]1[C@H:32]([CH2:40][OH:41])[CH2:33][C:34]2[C:39](=[CH:38][CH:37]=[CH:36][CH:35]=2)[CH2:30]1)([CH2:14][CH2:15][CH2:16][CH2:17][B:18]1[O:19][C:20]([CH3:26])([CH3:25])[C:21]([CH3:24])([CH3:23])[O:22]1)[C:10]([O:12][CH3:13])=[O:11])=[O:7])([CH3:4])([CH3:3])[CH3:2]. The yield is 0.930.